This data is from Forward reaction prediction with 1.9M reactions from USPTO patents (1976-2016). The task is: Predict the product of the given reaction. Given the reactants [CH2:1]([O:3][C:4](=[O:20])[CH:5]([O:17][CH2:18][CH3:19])[CH2:6][C:7]1[C:15]2[O:14][CH2:13][CH2:12][C:11]=2[C:10]([OH:16])=[CH:9][CH:8]=1)[CH3:2].Cl[CH2:22][C:23]1[N:24]=[C:25]([C:29]2[CH:34]=[CH:33][CH:32]=[CH:31][CH:30]=2)[O:26][C:27]=1[CH3:28].C(=O)([O-])[O-].[K+].[K+].[I-].[K+], predict the reaction product. The product is: [CH2:1]([O:3][C:4](=[O:20])[CH:5]([O:17][CH2:18][CH3:19])[CH2:6][C:7]1[C:15]2[O:14][CH2:13][CH2:12][C:11]=2[C:10]([O:16][CH2:22][C:23]2[N:24]=[C:25]([C:29]3[CH:34]=[CH:33][CH:32]=[CH:31][CH:30]=3)[O:26][C:27]=2[CH3:28])=[CH:9][CH:8]=1)[CH3:2].